Dataset: Full USPTO retrosynthesis dataset with 1.9M reactions from patents (1976-2016). Task: Predict the reactants needed to synthesize the given product. (1) Given the product [F:1][C:2]1[C:3]([OH:37])=[CH:4][C:5]([CH2:32][C:33]([F:34])([F:35])[F:36])=[C:6]([C:8]2[N:13]=[C:12]3[NH:14][N:15]=[C:16]([C:44]([NH:43][CH3:42])=[O:57])[C:11]3=[C:10]([NH:18][CH2:19][C:20]3[C:21]([N:26]([CH3:31])[S:27]([CH3:30])(=[O:29])=[O:28])=[N:22][CH:23]=[CH:24][N:25]=3)[N:9]=2)[CH:7]=1, predict the reactants needed to synthesize it. The reactants are: [F:1][C:2]1[C:3]([O:37]C)=[CH:4][C:5]([CH2:32][C:33]([F:36])([F:35])[F:34])=[C:6]([C:8]2[N:13]=[C:12]3[NH:14][N:15]=[C:16](I)[C:11]3=[C:10]([NH:18][CH2:19][C:20]3[C:21]([N:26]([CH3:31])[S:27]([CH3:30])(=[O:29])=[O:28])=[N:22][CH:23]=[CH:24][N:25]=3)[N:9]=2)[CH:7]=1.C1CCN2[C:42](=[N:43][CH2:44]CC2)CC1.B(Br)(Br)Br.C1C[O:57]CC1. (2) Given the product [CH:1]1([NH:6][C:13]2[N:21]=[C:20]([NH:22][C:23]3[CH:24]=[C:25]([NH:29][S:30]([C:33]([F:35])([F:36])[F:34])(=[O:31])=[O:32])[CH:26]=[CH:27][CH:28]=3)[N:19]=[C:18]3[C:14]=2[N:15]=[CH:16][NH:17]3)[CH2:5][CH2:4][CH2:3][CH2:2]1, predict the reactants needed to synthesize it. The reactants are: [CH:1]1([NH2:6])[CH2:5][CH2:4][CH2:3][CH2:2]1.C1(N)CCC1.Cl[C:13]1[N:21]=[C:20]([NH:22][C:23]2[CH:24]=[C:25]([NH:29][S:30]([C:33]([F:36])([F:35])[F:34])(=[O:32])=[O:31])[CH:26]=[CH:27][CH:28]=2)[N:19]=[C:18]2[C:14]=1[N:15]=[CH:16][NH:17]2.ClC1N=C(NC2C=C(NS(C)(=O)=O)C=CC=2)N=C2C=1N=CN2. (3) Given the product [CH3:41][O:40][C:37]1[N:36]=[CH:35][C:34]([N:25]2[C:26]([C:28]3[CH:29]=[CH:30][CH:31]=[CH:32][CH:33]=3)=[CH:27][C:23]([C:21]([N:18]3[CH2:19][CH2:20][NH:15][CH2:16][CH2:17]3)=[O:22])=[N:24]2)=[CH:39][CH:38]=1, predict the reactants needed to synthesize it. The reactants are: FC(F)(F)C(O)=O.C(OC([N:15]1[CH2:20][CH2:19][N:18]([C:21]([C:23]2[CH:27]=[C:26]([C:28]3[CH:33]=[CH:32][CH:31]=[CH:30][CH:29]=3)[N:25]([C:34]3[CH:35]=[N:36][C:37]([O:40][CH3:41])=[CH:38][CH:39]=3)[N:24]=2)=[O:22])[CH2:17][CH2:16]1)=O)(C)(C)C.